The task is: Predict which catalyst facilitates the given reaction.. This data is from Catalyst prediction with 721,799 reactions and 888 catalyst types from USPTO. Reactant: [Si:1]([O:8][CH2:9][C:10]1[N:15]=[CH:14][C:13]2[N:16]([C:19]3[S:23][C:22]([C:24]([O:26][CH3:27])=[O:25])=[C:21]([OH:28])[CH:20]=3)[CH:17]=[N:18][C:12]=2[CH:11]=1)([C:4]([CH3:7])([CH3:6])[CH3:5])([CH3:3])[CH3:2].[F:29][C:30]1[CH:35]=[CH:34][CH:33]=[CH:32][C:31]=1[CH:36](O)[CH3:37].C1(P(C2C=CC=CC=2)C2C=CC=CC=2)C=CC=CC=1.N(C(OC(C)(C)C)=O)=NC(OC(C)(C)C)=O. Product: [Si:1]([O:8][CH2:9][C:10]1[N:15]=[CH:14][C:13]2[N:16]([C:19]3[S:23][C:22]([C:24]([O:26][CH3:27])=[O:25])=[C:21]([O:28][CH:36]([C:31]4[CH:32]=[CH:33][CH:34]=[CH:35][C:30]=4[F:29])[CH3:37])[CH:20]=3)[CH:17]=[N:18][C:12]=2[CH:11]=1)([C:4]([CH3:5])([CH3:6])[CH3:7])([CH3:2])[CH3:3]. The catalyst class is: 4.